This data is from Reaction yield outcomes from USPTO patents with 853,638 reactions. The task is: Predict the reaction yield, written as a fraction of the theoretical maximum amount of product (1.0 means a 100% yield; for example, 0.34 means a 34% yield). The reactants are Cl[C:2]1[C:7]([Cl:8])=[N:6][CH:5]=[CH:4][N:3]=1.[NH:9]1[CH2:14][CH2:13][NH:12][CH2:11][CH2:10]1.C([O-])([O-])=O.[K+].[K+]. The catalyst is C(#N)C.C(Cl)Cl. The product is [Cl:8][C:7]1[C:2]([N:9]2[CH2:14][CH2:13][NH:12][CH2:11][CH2:10]2)=[N:3][CH:4]=[CH:5][N:6]=1. The yield is 0.690.